Dataset: TCR-epitope binding with 47,182 pairs between 192 epitopes and 23,139 TCRs. Task: Binary Classification. Given a T-cell receptor sequence (or CDR3 region) and an epitope sequence, predict whether binding occurs between them. (1) Result: 0 (the TCR does not bind to the epitope). The TCR CDR3 sequence is CASLSRGLLNEAFF. The epitope is LPPIVAKEI. (2) The epitope is LPRRSGAAGA. The TCR CDR3 sequence is CSVEVWDEETQYF. Result: 1 (the TCR binds to the epitope).